From a dataset of Catalyst prediction with 721,799 reactions and 888 catalyst types from USPTO. Predict which catalyst facilitates the given reaction. Reactant: [CH:1]([C:3]1[N:7]([CH3:8])[CH:6]=[C:5]([C:9]#[N:10])[CH:4]=1)=O.[CH:11]1([CH2:14][N:15]2[C:20]([NH:21][N:22]=[CH:23][C:24]3[C:33]4[C:28](=[CH:29][CH:30]=[C:31]([Cl:34])[CH:32]=4)[N:27]=[CH:26][CH:25]=3)=[CH:19][C:18](=[O:35])[NH:17][C:16]2=[O:36])[CH2:13][CH2:12]1.N1CCCCC1. Product: [Cl:34][C:31]1[CH:32]=[C:33]2[C:28](=[CH:29][CH:30]=1)[N:27]=[CH:26][CH:25]=[C:24]2[CH2:23][N:22]1[C:1]([C:3]2[N:7]([CH3:8])[CH:6]=[C:5]([C:9]#[N:10])[CH:4]=2)=[C:19]2[C:20]([N:15]([CH2:14][CH:11]3[CH2:13][CH2:12]3)[C:16](=[O:36])[NH:17][C:18]2=[O:35])=[N:21]1. The catalyst class is: 248.